This data is from Full USPTO retrosynthesis dataset with 1.9M reactions from patents (1976-2016). The task is: Predict the reactants needed to synthesize the given product. (1) Given the product [CH2:2]1[C:3]2([CH2:7][CH:6]([O:13][C:14]3[CH:23]=[C:22]4[C:17]([C:18]([O:24][C:25]5[CH:26]=[CH:27][C:28]([N:31]([C:40]6[CH:41]=[CH:42][CH:43]=[CH:44][CH:45]=6)[C:32]([C:34]6([C:37]([NH2:39])=[O:38])[CH2:36][CH2:35]6)=[O:33])=[N:29][CH:30]=5)=[CH:19][CH:20]=[N:21]4)=[CH:16][CH:15]=3)[CH2:5][O:4]2)[CH2:1]1, predict the reactants needed to synthesize it. The reactants are: [CH2:1]1[C:3]2([CH2:7][CH:6](CS([O-])(=O)=O)[CH2:5][O:4]2)[CH2:2]1.[OH:13][C:14]1[CH:23]=[C:22]2[C:17]([C:18]([O:24][C:25]3[CH:26]=[CH:27][C:28]([N:31]([C:40]4[CH:45]=[CH:44][CH:43]=[CH:42][CH:41]=4)[C:32]([C:34]4([C:37]([NH2:39])=[O:38])[CH2:36][CH2:35]4)=[O:33])=[N:29][CH:30]=3)=[CH:19][CH:20]=[N:21]2)=[CH:16][CH:15]=1.C(=O)([O-])[O-].[Cs+].[Cs+]. (2) The reactants are: C([Li])CCC.[CH3:6][Si:7]([CH3:18])([CH3:17])[CH2:8][CH2:9][O:10][CH2:11][N:12]1[CH:16]=[CH:15][N:14]=[CH:13]1.CN([CH:22]=[O:23])C.[Cl-].[NH4+]. Given the product [CH3:6][Si:7]([CH3:18])([CH3:17])[CH2:8][CH2:9][O:10][CH2:11][N:12]1[CH:16]=[CH:15][N:14]=[C:13]1[CH:22]=[O:23], predict the reactants needed to synthesize it. (3) Given the product [F:1][C:2]1[CH:3]=[CH:4][C:5]([C:8]2[CH:9]=[C:10]([OH:24])[C:11](=[O:22])[NH:12][C:13]=2[C:14]2[CH:19]=[CH:18][C:17]([C:20]#[N:21])=[CH:16][CH:15]=2)=[CH:6][CH:7]=1, predict the reactants needed to synthesize it. The reactants are: [F:1][C:2]1[CH:7]=[CH:6][C:5]([C:8]2[CH:9]=[C:10]([O:24]C)[C:11]([O:22]C)=[N:12][C:13]=2[C:14]2[CH:19]=[CH:18][C:17]([C:20]#[N:21])=[CH:16][CH:15]=2)=[CH:4][CH:3]=1.B(Br)(Br)Br. (4) Given the product [CH3:8][C:6]1[N:7]=[C:2]([N:20]2[CH2:19][CH2:18][C:24]3[CH:25]=[CH:26][CH:27]=[CH:28][C:23]=3[CH2:22][CH2:21]2)[C:3]([C:15]#[N:16])=[N:4][C:5]=1[C:9]1[CH:14]=[CH:13][CH:12]=[CH:11][CH:10]=1, predict the reactants needed to synthesize it. The reactants are: Cl[C:2]1[C:3]([C:15]#[N:16])=[N:4][C:5]([C:9]2[CH:14]=[CH:13][CH:12]=[CH:11][CH:10]=2)=[C:6]([CH3:8])[N:7]=1.Cl.[CH2:18]1[C:24]2[CH:25]=[CH:26][CH:27]=[CH:28][C:23]=2[CH2:22][CH2:21][NH:20][CH2:19]1.C(N(C(C)C)C(C)C)C. (5) Given the product [O:33]=[CH:2][CH2:1][C:4]1[CH:5]=[C:6]2[C:11](=[CH:12][CH:13]=1)[CH2:10][C@@H:9]([NH:14][C:15](=[O:29])[C:16]1[CH:21]=[CH:20][C:19]([O:22][CH2:23][C@@H:24]3[CH2:28][CH2:27][CH2:26][O:25]3)=[CH:18][CH:17]=1)[CH2:8][CH2:7]2, predict the reactants needed to synthesize it. The reactants are: [CH2:1]([C:4]1[CH:5]=[C:6]2[C:11](=[CH:12][CH:13]=1)[CH2:10][C@@H:9]([NH:14][C:15](=[O:29])[C:16]1[CH:21]=[CH:20][C:19]([O:22][CH2:23][C@@H:24]3[CH2:28][CH2:27][CH2:26][O:25]3)=[CH:18][CH:17]=1)[CH2:8][CH2:7]2)[CH:2]=C.CC([OH:33])C.I([O-])(=O)(=O)=O.[Na+].